Predict the product of the given reaction. From a dataset of Forward reaction prediction with 1.9M reactions from USPTO patents (1976-2016). (1) Given the reactants [Cl-].O[NH3+:3].[C:4](=[O:7])([O-])[OH:5].[Na+].[Si]([O:16][CH:17]([CH3:49])[CH:18]([N:20]1[C:25](=[O:26])[C:24]([CH2:27][C:28]2[CH:33]=[CH:32][C:31]([C:34]3[C:35]([C:40]#[N:41])=[CH:36][CH:37]=[CH:38][CH:39]=3)=[CH:30][CH:29]=2)=[C:23]([CH2:42][CH2:43][CH3:44])[N:22]2[N:45]=[C:46]([CH3:48])[N:47]=[C:21]12)[CH3:19])(C(C)(C)C)(C)C.CC(OI1(OC(C)=O)(OC(C)=O)OC(=O)C2C=CC=CC1=2)=O.S([O-])([O-])(=O)=S.[Na+].[Na+], predict the reaction product. The product is: [CH3:48][C:46]1[N:47]=[C:21]2[N:20]([CH:18]([CH3:19])[C:17](=[O:16])[CH3:49])[C:25](=[O:26])[C:24]([CH2:27][C:28]3[CH:33]=[CH:32][C:31]([C:34]4[CH:39]=[CH:38][CH:37]=[CH:36][C:35]=4[C:40]4[NH:41][C:4](=[O:7])[O:5][N:3]=4)=[CH:30][CH:29]=3)=[C:23]([CH2:42][CH2:43][CH3:44])[N:22]2[N:45]=1. (2) Given the reactants C12N(C3C=NC4C(=CC=CC=4)N=3)CC1CCNC2.[C@@H:19]12[NH:26][CH2:25][C@@H:24]1[CH2:23][CH2:22][N:21]([C:27]([C:29]1[CH:34]=[C:33]([F:35])[CH:32]=[CH:31][C:30]=1[N:36]1[N:40]=[CH:39][CH:38]=[N:37]1)=[O:28])[CH2:20]2.Cl[C:42]1[CH:47]=[C:46]([NH:48][CH3:49])[N:45]=[CH:44][N:43]=1, predict the reaction product. The product is: [F:35][C:33]1[CH:32]=[CH:31][C:30]([N:36]2[N:40]=[CH:39][CH:38]=[N:37]2)=[C:29]([C:27]([N:21]2[CH2:22][CH2:23][C@@H:24]3[C@@H:19]([N:26]([C:42]4[N:43]=[CH:44][N:45]=[C:46]([NH:48][CH3:49])[CH:47]=4)[CH2:25]3)[CH2:20]2)=[O:28])[CH:34]=1. (3) Given the reactants [Cl:1][C:2]1[CH:3]=[C:4]([C:9]2([C:29]([F:32])([F:31])[F:30])[S:13][N:12]=[C:11]([C:14]3[CH:26]=[CH:25][C:17]([C:18]([O:20]C(C)(C)C)=[O:19])=[C:16]([CH3:27])[CH:15]=3)[CH:10]2[F:28])[CH:5]=[C:6]([Cl:8])[CH:7]=1.FC(F)(F)C(O)=O, predict the reaction product. The product is: [Cl:1][C:2]1[CH:3]=[C:4]([C:9]2([C:29]([F:31])([F:30])[F:32])[S:13][N:12]=[C:11]([C:14]3[CH:26]=[CH:25][C:17]([C:18]([OH:20])=[O:19])=[C:16]([CH3:27])[CH:15]=3)[CH:10]2[F:28])[CH:5]=[C:6]([Cl:8])[CH:7]=1.